This data is from Catalyst prediction with 721,799 reactions and 888 catalyst types from USPTO. The task is: Predict which catalyst facilitates the given reaction. (1) Reactant: [OH:1][C:2]1[C:3](=[O:17])[NH:4][C:5]([CH3:16])=[N:6][C:7]=1[N:8]=NC1C=CC=CC=1.[Na]. Product: [NH2:8][C:7]1[N:6]=[C:5]([CH3:16])[NH:4][C:3](=[O:17])[C:2]=1[OH:1]. The catalyst class is: 6. (2) Reactant: [OH-:1].[Na+].OO.CS(C)=O.[CH3:9][C:10]1[CH:11]=[C:12]([NH:16][C:17]2[N:22]=[C:21]([NH:23][C@H:24]3[CH2:29][CH2:28][CH2:27][CH2:26][C@H:25]3[NH:30][C:31](=[O:37])[O:32][C:33]([CH3:36])([CH3:35])[CH3:34])[C:20]([F:38])=[CH:19][C:18]=2[C:39]#[N:40])[CH:13]=[N:14][CH:15]=1. Product: [NH2:40][C:39]([C:18]1[CH:19]=[C:20]([F:38])[C:21]([NH:23][C@H:24]2[CH2:29][CH2:28][CH2:27][CH2:26][C@H:25]2[NH:30][C:31](=[O:37])[O:32][C:33]([CH3:36])([CH3:34])[CH3:35])=[N:22][C:17]=1[NH:16][C:12]1[CH:13]=[N:14][CH:15]=[C:10]([CH3:9])[CH:11]=1)=[O:1]. The catalyst class is: 97. (3) Reactant: [F:1][C:2]1[CH:3]=[CH:4][C:5]2[N:6]([CH:31]=1)[C:7](=[O:30])[C:8]([C:24]1[CH:29]=[CH:28][CH:27]=[CH:26][N:25]=1)=[C:9]([CH:11]([N:13]1C(=O)C3C(=CC=CC=3)C1=O)[CH3:12])[N:10]=2.O.NN. Product: [NH2:13][CH:11]([C:9]1[N:10]=[C:5]2[CH:4]=[CH:3][C:2]([F:1])=[CH:31][N:6]2[C:7](=[O:30])[C:8]=1[C:24]1[CH:29]=[CH:28][CH:27]=[CH:26][N:25]=1)[CH3:12]. The catalyst class is: 14. (4) Reactant: [CH:1]1[C:13]2[CH:12]([CH2:14][O:15][C:16]([NH:18][C:19]3([C:23](O)=[O:24])[CH2:22][O:21][CH2:20]3)=[O:17])[C:11]3[C:6](=[CH:7][CH:8]=[CH:9][CH:10]=3)[C:5]=2[CH:4]=[CH:3][CH:2]=1.Cl.CN(C)CCCN=C=NCC.O.ON1C2C=CC=CC=2N=N1.Cl.[CH3:50][O:51][C:52]([C:54]1[C:55]([C:61]2[CH:66]=[CH:65][C:64]([C@H:67]([NH2:69])[CH3:68])=[C:63]([F:70])[CH:62]=2)=[CH:56][CH:57]=[CH:58][C:59]=1[Cl:60])=[O:53].C(N(CC)CC)C.C([O-])(O)=O.[Na+]. Product: [CH3:50][O:51][C:52]([C:54]1[C:55]([C:61]2[CH:66]=[CH:65][C:64]([C@H:67]([NH:69][C:23]([C:19]3([NH:18][C:16]([O:15][CH2:14][CH:12]4[C:11]5[CH:10]=[CH:9][CH:8]=[CH:7][C:6]=5[C:5]5[C:13]4=[CH:1][CH:2]=[CH:3][CH:4]=5)=[O:17])[CH2:22][O:21][CH2:20]3)=[O:24])[CH3:68])=[C:63]([F:70])[CH:62]=2)=[CH:56][CH:57]=[CH:58][C:59]=1[Cl:60])=[O:53]. The catalyst class is: 18. (5) Reactant: [Cl:1][C:2]1[CH:3]=[CH:4][C:5]2[N:11]([CH2:12][C:13]([CH3:17])([CH3:16])[CH2:14][OH:15])[C:10](=[O:18])[C@@H:9]([CH2:19][C:20]([NH:22][CH2:23][CH2:24][CH2:25][CH2:26][CH2:27][C:28]([OH:30])=[O:29])=[O:21])[O:8][C@H:7]([C:31]3[CH:36]=[CH:35][CH:34]=[C:33]([O:37][CH3:38])[C:32]=3[O:39][CH3:40])[C:6]=2[CH:41]=1.N1C=CC=CC=1.[C:48](OCC)(=[O:50])[CH3:49].C(Cl)(=O)C. Product: [C:48]([O:15][CH2:14][C:13]([CH3:16])([CH3:17])[CH2:12][N:11]1[C:5]2[CH:4]=[CH:3][C:2]([Cl:1])=[CH:41][C:6]=2[C@@H:7]([C:31]2[CH:36]=[CH:35][CH:34]=[C:33]([O:37][CH3:38])[C:32]=2[O:39][CH3:40])[O:8][C@H:9]([CH2:19][C:20]([NH:22][CH2:23][CH2:24][CH2:25][CH2:26][CH2:27][C:28]([OH:30])=[O:29])=[O:21])[C:10]1=[O:18])(=[O:50])[CH3:49]. The catalyst class is: 6. (6) Reactant: Cl[C:2]1[C:7]([CH:8]([OH:12])[CH:9]([CH3:11])[CH3:10])=[C:6]([C:13]([F:16])([F:15])[F:14])[CH:5]=[CH:4][N:3]=1.C(N(CC)CC)C. Product: [F:15][C:13]([F:14])([F:16])[C:6]1[CH:5]=[CH:4][N:3]=[CH:2][C:7]=1[CH:8]([OH:12])[CH:9]([CH3:10])[CH3:11]. The catalyst class is: 129. (7) Reactant: Br[C:2]1[CH:3]=[N:4][C:5]([C:8]2[CH2:9][CH2:10][O:11][CH2:12][CH:13]=2)=[N:6][CH:7]=1.[F:14][C:15]1[CH:20]=[C:19]([C:21]([O:23][CH3:24])=[O:22])[C:18]([F:25])=[CH:17][C:16]=1[NH:26][S:27]([C:30]1[CH:35]=[CH:34][C:33](B(O)O)=[CH:32][CH:31]=1)(=[O:29])=[O:28].C(=O)([O-])[O-].[Na+].[Na+]. Product: [O:11]1[CH2:12][CH:13]=[C:8]([C:5]2[N:4]=[CH:3][C:2]([C:33]3[CH:32]=[CH:31][C:30]([S:27]([NH:26][C:16]4[C:15]([F:14])=[CH:20][C:19]([C:21]([O:23][CH3:24])=[O:22])=[C:18]([F:25])[CH:17]=4)(=[O:29])=[O:28])=[CH:35][CH:34]=3)=[CH:7][N:6]=2)[CH2:9][CH2:10]1. The catalyst class is: 117. (8) Reactant: C(OC([N:8]([C:18]1[N:19]=[C:20]2[CH:25]=[CH:24][C:23]([C:26]([F:29])([F:28])[F:27])=[CH:22][N:21]2[C:30]=1[CH3:31])[S:9]([C:12]1[CH:17]=[CH:16][CH:15]=[CH:14][CH:13]=1)(=[O:11])=[O:10])=O)(C)(C)C.FC(F)(F)C(O)=O. Product: [CH3:31][C:30]1[N:21]2[CH:22]=[C:23]([C:26]([F:27])([F:28])[F:29])[CH:24]=[CH:25][C:20]2=[N:19][C:18]=1[NH:8][S:9]([C:12]1[CH:17]=[CH:16][CH:15]=[CH:14][CH:13]=1)(=[O:11])=[O:10]. The catalyst class is: 2. (9) Reactant: [OH:1][CH2:2][CH2:3][O:4][C:5]1[C:9]([C:10]2[CH:15]=[CH:14][C:13]([CH3:16])=[CH:12][CH:11]=2)=[C:8]([NH:17][S:18]([C:21]2[CH:26]=[CH:25][C:24]([CH:27]([CH3:29])[CH3:28])=[CH:23][N:22]=2)(=[O:20])=[O:19])[N:7]([CH3:30])[N:6]=1.[H-].[Na+].[Br:33][C:34]1[CH:35]=[N:36][C:37](Cl)=[N:38][CH:39]=1. Product: [Br:33][C:34]1[CH:35]=[N:36][C:37]([O:1][CH2:2][CH2:3][O:4][C:5]2[C:9]([C:10]3[CH:15]=[CH:14][C:13]([CH3:16])=[CH:12][CH:11]=3)=[C:8]([NH:17][S:18]([C:21]3[CH:26]=[CH:25][C:24]([CH:27]([CH3:28])[CH3:29])=[CH:23][N:22]=3)(=[O:19])=[O:20])[N:7]([CH3:30])[N:6]=2)=[N:38][CH:39]=1. The catalyst class is: 44.